From a dataset of Peptide-MHC class I binding affinity with 185,985 pairs from IEDB/IMGT. Regression. Given a peptide amino acid sequence and an MHC pseudo amino acid sequence, predict their binding affinity value. This is MHC class I binding data. The peptide sequence is HLPELIWRS. The MHC is HLA-A02:01 with pseudo-sequence HLA-A02:01. The binding affinity (normalized) is 0.364.